Dataset: Full USPTO retrosynthesis dataset with 1.9M reactions from patents (1976-2016). Task: Predict the reactants needed to synthesize the given product. (1) The reactants are: [N+:1]([C:4]1[CH:9]=[CH:8][C:7]([C:10]2[NH:11][C:12]([C:15]3[CH:20]=[CH:19][C:18]([N+]([O-])=O)=[CH:17][CH:16]=3)=[CH:13][N:14]=2)=[CH:6][CH:5]=1)([O-:3])=[O:2].C([O-])(O)=O.[Na+].[C:29](C1C=CC(C(=O)CBr)=CC=1)#[N:30]. Given the product [N+:1]([C:4]1[CH:9]=[CH:8][C:7]([C:10]2[NH:11][C:12]([C:15]3[CH:20]=[CH:19][C:18]([C:29]#[N:30])=[CH:17][CH:16]=3)=[CH:13][N:14]=2)=[CH:6][CH:5]=1)([O-:3])=[O:2], predict the reactants needed to synthesize it. (2) The reactants are: Br[C:2]1[CH:7]=[CH:6][N:5]2[C:8](=[O:15])[N:9]([CH2:11][CH:12]([CH3:14])[CH3:13])[N:10]=[C:4]2[C:3]=1I.[F:17][C:18]([F:29])([F:28])[C:19]1[CH:24]=[CH:23][C:22](B(O)O)=[CH:21][CH:20]=1.C([O-])([O-])=O.[K+].[K+]. Given the product [F:17][C:18]([F:29])([F:28])[C:19]1[CH:24]=[CH:23][C:22]([C:2]2[CH:7]=[CH:6][N:5]3[C:8](=[O:15])[N:9]([CH2:11][CH:12]([CH3:14])[CH3:13])[N:10]=[C:4]3[C:3]=2[C:22]2[CH:23]=[CH:24][C:19]([C:18]([F:29])([F:28])[F:17])=[CH:20][CH:21]=2)=[CH:21][CH:20]=1, predict the reactants needed to synthesize it. (3) Given the product [Cl:11][C:12]1[S:15][N:10]=[C:2]([C:3]2[CH:8]=[CH:7][CH:6]=[CH:5][CH:4]=2)[N:9]=1, predict the reactants needed to synthesize it. The reactants are: Cl.[C:2]([NH2:10])(=[NH:9])[C:3]1[CH:8]=[CH:7][CH:6]=[CH:5][CH:4]=1.[Cl:11][C:12]([SH:15])(Cl)Cl.[OH-].[Na+]. (4) Given the product [C:9]([C:13]1[CH:18]=[CH:17][C:16]([N:19]2[C:2](=[O:8])[C:3](=[O:5])[N:22]([CH:23]([CH3:28])[C:24]([CH3:27])([CH3:26])[CH3:25])[C:20]2=[S:21])=[CH:15][CH:14]=1)([CH3:12])([CH3:11])[CH3:10], predict the reactants needed to synthesize it. The reactants are: Cl[C:2](=[O:8])[C:3]([O:5]CC)=O.[C:9]([C:13]1[CH:18]=[CH:17][C:16]([NH:19][C:20]([NH:22][CH:23]([CH3:28])[C:24]([CH3:27])([CH3:26])[CH3:25])=[S:21])=[CH:15][CH:14]=1)([CH3:12])([CH3:11])[CH3:10]. (5) Given the product [Cl:20][C:12]1[CH:13]=[C:14]([O:18][CH3:19])[CH:15]=[C:16]([Cl:17])[C:11]=1[C:9]1[S:8][C:7]2[C:2]([NH:28][C:24]3[CH:23]=[C:22]([CH3:21])[N:27]=[CH:26][N:25]=3)=[N:3][CH:4]=[CH:5][C:6]=2[N:10]=1, predict the reactants needed to synthesize it. The reactants are: Cl[C:2]1[C:7]2[S:8][C:9]([C:11]3[C:16]([Cl:17])=[CH:15][C:14]([O:18][CH3:19])=[CH:13][C:12]=3[Cl:20])=[N:10][C:6]=2[CH:5]=[CH:4][N:3]=1.[CH3:21][C:22]1[N:27]=[CH:26][N:25]=[C:24]([NH2:28])[CH:23]=1.CC1(C)C2C(=C(P(C3C=CC=CC=3)C3C=CC=CC=3)C=CC=2)OC2C(P(C3C=CC=CC=3)C3C=CC=CC=3)=CC=CC1=2.C([O-])([O-])=O.[Cs+].[Cs+]. (6) Given the product [F:23][CH2:24][CH:25]([N:5]1[CH2:6][CH2:7][C:2]([CH2:8][O:9][C:10]2[CH:15]=[CH:14][C:13]([S:16]([NH2:19])(=[O:18])=[O:17])=[CH:12][C:11]=2[N+:20]([O-:22])=[O:21])([F:1])[CH2:3][CH2:4]1)[CH2:26][F:27], predict the reactants needed to synthesize it. The reactants are: [F:1][C:2]1([CH2:8][O:9][C:10]2[CH:15]=[CH:14][C:13]([S:16]([NH2:19])(=[O:18])=[O:17])=[CH:12][C:11]=2[N+:20]([O-:22])=[O:21])[CH2:7][CH2:6][NH:5][CH2:4][CH2:3]1.[F:23][CH2:24][C:25](=O)[CH2:26][F:27].C(O[BH-](OC(=O)C)OC(=O)C)(=O)C.[Na+].CN(C)C=O. (7) Given the product [Cl:24][CH2:23][C:18]1[CH:19]=[CH:20][CH:21]=[CH:22][C:17]=1[CH:16]=[C:15]([O:14][CH3:13])[O:5][Si:2]([CH3:4])([CH3:3])[CH3:1], predict the reactants needed to synthesize it. The reactants are: [CH3:1][Si:2]([O:5]S(C(F)(F)F)(=O)=O)([CH3:4])[CH3:3].[CH3:13][O:14][C:15](=O)[CH2:16][C:17]1[CH:22]=[CH:21][CH:20]=[CH:19][C:18]=1[CH2:23][Cl:24].C(OC)(OC)OC. (8) Given the product [CH2:1]([C:3]1[NH:4][C:5]2[C:10]([C:11]=1[CH:12]1[CH2:13][CH2:14][NH:15][CH2:16][CH2:17]1)=[CH:9][C:8]([F:18])=[CH:7][CH:6]=2)[CH3:2], predict the reactants needed to synthesize it. The reactants are: [CH2:1]([C:3]1[NH:4][C:5]2[C:10]([C:11]=1[C:12]1[CH2:13][CH2:14][NH:15][CH2:16][CH:17]=1)=[CH:9][C:8]([F:18])=[CH:7][CH:6]=2)[CH3:2]. (9) Given the product [F:39][CH2:40][CH2:41][CH2:3][N:4]1[CH:8]=[C:7]([CH2:9][N:10]2[C:20]3[C:15](=[CH:16][C:17]([S:21]([N:24]4[CH2:28][CH2:27][CH2:26][C@H:25]4[CH2:29][O:30][C:31]4[CH:36]=[CH:35][C:34]([F:37])=[CH:33][C:32]=4[F:38])(=[O:22])=[O:23])=[CH:18][CH:19]=3)[C:13](=[O:14])[C:11]2=[O:12])[N:6]=[N:5]1, predict the reactants needed to synthesize it. The reactants are: FC[CH2:3][N:4]1[CH:8]=[C:7]([CH2:9][N:10]2[C:20]3[C:15](=[CH:16][C:17]([S:21]([N:24]4[CH2:28][CH2:27][CH2:26][C@H:25]4[CH2:29][O:30][C:31]4[CH:36]=[CH:35][C:34]([F:37])=[CH:33][C:32]=4[F:38])(=[O:23])=[O:22])=[CH:18][CH:19]=3)[C:13](=[O:14])[C:11]2=[O:12])[N:6]=[N:5]1.[F:39][CH2:40][CH2:41]CN=[N+]=[N-].